From a dataset of Full USPTO retrosynthesis dataset with 1.9M reactions from patents (1976-2016). Predict the reactants needed to synthesize the given product. (1) Given the product [CH3:23][O:22][C:19]1[N:18]=[C:17]([C:24]([NH:26][CH2:27][CH:28]2[CH2:33][CH2:32][O:31][CH2:30][CH2:29]2)=[O:25])[C:16]([NH:15][C:13]([C:6]2[C:7]3[C:12](=[CH:11][CH:10]=[CH:9][CH:8]=3)[C:3]([CH2:2][N:40]3[CH2:41][CH2:42][N:37]([CH3:36])[CH2:38][CH2:39]3)=[CH:4][CH:5]=2)=[O:14])=[CH:21][CH:20]=1, predict the reactants needed to synthesize it. The reactants are: Br[CH2:2][C:3]1[C:12]2[C:7](=[CH:8][CH:9]=[CH:10][CH:11]=2)[C:6]([C:13]([NH:15][C:16]2[C:17]([C:24]([NH:26][CH2:27][CH:28]3[CH2:33][CH2:32][O:31][CH2:30][CH2:29]3)=[O:25])=[N:18][C:19]([O:22][CH3:23])=[CH:20][CH:21]=2)=[O:14])=[CH:5][CH:4]=1.[H-].[Na+].[CH3:36][N:37]1[CH2:42][CH2:41][NH:40][CH2:39][CH2:38]1. (2) Given the product [NH:8]1[C:16]2[C:11](=[CH:12][CH:13]=[CH:14][CH:15]=2)[C:10]([CH2:17][CH:18]2[C:27]3[N:23]([C:24]([C:28]4[CH:29]=[CH:30][CH:31]=[CH:32][CH:33]=4)=[N:25][N:26]=3)[C:22]3[CH:34]=[CH:35][CH:36]=[CH:37][C:21]=3[N:20]([CH2:38][C:39]([N:40]([CH:49]([CH3:50])[CH3:51])[C:41]3[CH:42]=[N:43][C:44]([O:47][CH3:48])=[CH:45][CH:46]=3)=[O:52])[C:19]2=[O:53])=[N:9]1, predict the reactants needed to synthesize it. The reactants are: C(OC([N:8]1[C:16]2[C:11](=[CH:12][CH:13]=[CH:14][CH:15]=2)[C:10]([CH2:17][CH:18]2[C:27]3[N:23]([C:24]([C:28]4[CH:33]=[CH:32][CH:31]=[CH:30][CH:29]=4)=[N:25][N:26]=3)[C:22]3[CH:34]=[CH:35][CH:36]=[CH:37][C:21]=3[N:20]([CH2:38][C:39](=[O:52])[N:40]([CH:49]([CH3:51])[CH3:50])[C:41]3[CH:42]=[N:43][C:44]([O:47][CH3:48])=[CH:45][CH:46]=3)[C:19]2=[O:53])=[N:9]1)=O)(C)(C)C.C(O)(C(F)(F)F)=O. (3) Given the product [C:26]([C:3]1[N:4]=[CH:5][C:6]([N:8]2[CH2:13][CH2:12][CH2:11][C@@H:10]([NH:14][C:15]([C:17]3[CH:18]=[CH:19][C:20]4[N:21]([CH:23]=[CH:24][N:25]=4)[CH:22]=3)=[O:16])[CH2:9]2)=[N:7][C:2]=1[NH:38][C:37]1[CH:39]=[CH:40][C:34]([CH:31]2[CH2:30][CH2:29][O:28][CH2:33][CH2:32]2)=[CH:35][CH:36]=1)#[N:27], predict the reactants needed to synthesize it. The reactants are: Cl[C:2]1[N:7]=[C:6]([N:8]2[CH2:13][CH2:12][CH2:11][C@@H:10]([NH:14][C:15]([C:17]3[CH:18]=[CH:19][C:20]4[N:21]([CH:23]=[CH:24][N:25]=4)[CH:22]=3)=[O:16])[CH2:9]2)[CH:5]=[N:4][C:3]=1[C:26]#[N:27].[O:28]1[CH2:33][CH2:32][CH:31]([C:34]2[CH:40]=[CH:39][C:37]([NH2:38])=[CH:36][CH:35]=2)[CH2:30][CH2:29]1.C(=O)([O-])[O-].[Cs+].[Cs+].C1C=CC(P(C2C(C3C(P(C4C=CC=CC=4)C4C=CC=CC=4)=CC=C4C=3C=CC=C4)=C3C(C=CC=C3)=CC=2)C2C=CC=CC=2)=CC=1. (4) Given the product [N:48]1([CH2:47][CH2:46][O:45][C:44]2[CH:55]=[CH:56][C:57]([CH2:59][CH2:60][C:61]3[CH:66]=[C:65]([OH:67])[CH:64]=[CH:63][C:62]=3[CH:69]3[CH2:78][CH2:77][C:76]4[CH:75]=[C:74]([OH:79])[CH:73]=[CH:72][C:71]=4[CH2:70]3)=[CH:58][C:43]=2[F:42])[CH2:54][CH2:53][CH2:52][CH2:51][CH2:50][CH2:49]1, predict the reactants needed to synthesize it. The reactants are: FC1C=C(CCC2C=C(OC)C=CC=2C2CCC3C(=CC=C(OC)C=3)C2)C=CC=1O.Cl.ClCCN1CCCCCC1.[F:42][C:43]1[CH:58]=[C:57]([CH2:59][CH2:60][C:61]2[CH:66]=[C:65]([O:67]C)[CH:64]=[CH:63][C:62]=2[CH:69]2[CH2:78][CH2:77][C:76]3[C:71](=[CH:72][CH:73]=[C:74]([O:79]C)[CH:75]=3)[CH2:70]2)[CH:56]=[CH:55][C:44]=1[O:45][CH2:46][CH2:47][N:48]1[CH2:54][CH2:53][CH2:52][CH2:51][CH2:50][CH2:49]1. (5) Given the product [CH3:24][N:8]([C:6]1[CH:5]=[CH:4][N:3]=[C:2]([C:27]2[CH:28]=[CH:29][S:25][CH:26]=2)[N:7]=1)[C:9]1[CH:14]=[CH:13][N:12]=[C:11]([NH:15][CH2:16][CH2:17][C:18]2[CH:19]=[N:20][CH:21]=[CH:22][CH:23]=2)[N:10]=1, predict the reactants needed to synthesize it. The reactants are: Cl[C:2]1[N:7]=[C:6]([N:8]([CH3:24])[C:9]2[CH:14]=[CH:13][N:12]=[C:11]([NH:15][CH2:16][CH2:17][C:18]3[CH:19]=[N:20][CH:21]=[CH:22][CH:23]=3)[N:10]=2)[CH:5]=[CH:4][N:3]=1.[S:25]1[CH:29]=[CH:28][C:27](B(O)O)=[CH:26]1.C(=O)([O-])[O-].[Na+].[Na+].CCO. (6) Given the product [F:23][C:17]1[CH:18]=[C:19]([F:22])[CH:20]=[CH:21][C:16]=1[C:14]1[N:13]=[C:12](/[CH:24]=[CH:25]/[C:26]2[CH:27]=[CH:28][C:29]([C:40]3[CH:41]=[CH:42][C:37]([O:36][CH2:34][CH3:35])=[CH:38][CH:39]=3)=[CH:30][CH:31]=2)[N:11]([CH2:10][C:7]2[CH:6]=[CH:5][C:4]([C:3]([OH:2])=[O:33])=[CH:9][CH:8]=2)[CH:15]=1, predict the reactants needed to synthesize it. The reactants are: C[O:2][C:3](=[O:33])[C:4]1[CH:9]=[CH:8][C:7]([CH2:10][N:11]2[CH:15]=[C:14]([C:16]3[CH:21]=[CH:20][C:19]([F:22])=[CH:18][C:17]=3[F:23])[N:13]=[C:12]2/[CH:24]=[CH:25]/[C:26]2[CH:31]=[CH:30][C:29](Br)=[CH:28][CH:27]=2)=[CH:6][CH:5]=1.[CH2:34]([O:36][C:37]1[CH:42]=[CH:41][C:40](B(O)O)=[CH:39][CH:38]=1)[CH3:35]. (7) The reactants are: [CH:1]1[CH:2]=[CH:3][C:4]2[O:11][C:9](=[O:10])[CH2:8][CH2:7][C:5]=2[CH:6]=1.[OH:12]S(O)(=O)=O.[CH2:17](O)[CH3:18]. Given the product [OH:11][C:4]1[CH:3]=[CH:2][CH:1]=[CH:6][C:5]=1[CH2:7][CH2:8][C:9]([O:10][CH2:17][CH3:18])=[O:12], predict the reactants needed to synthesize it.